This data is from Full USPTO retrosynthesis dataset with 1.9M reactions from patents (1976-2016). The task is: Predict the reactants needed to synthesize the given product. (1) Given the product [CH3:22][O:21][C:19]1[CH:18]=[C:16]([NH:17][C:2]2[C:3]3[CH2:11][O:10][CH2:9][C:4]=3[N:5]=[C:6]([CH3:8])[N:7]=2)[CH:15]=[C:14]([O:13][CH3:12])[CH:20]=1, predict the reactants needed to synthesize it. The reactants are: Cl[C:2]1[C:3]2[CH2:11][O:10][CH2:9][C:4]=2[N:5]=[C:6]([CH3:8])[N:7]=1.[CH3:12][O:13][C:14]1[CH:15]=[C:16]([CH:18]=[C:19]([O:21][CH3:22])[CH:20]=1)[NH2:17]. (2) Given the product [C:12]([O:16][C:17]([NH:19][CH:20]1[CH2:21][CH2:22][N:23]([C:26]2[O:35][C:30]([C:31]([O:33][CH3:34])=[O:32])=[N:29][N:28]=2)[CH2:24][CH2:25]1)=[O:18])([CH3:13])([CH3:14])[CH3:15], predict the reactants needed to synthesize it. The reactants are: C1(C)C=CC(S(Cl)(=O)=O)=CC=1.[C:12]([O:16][C:17]([NH:19][CH:20]1[CH2:25][CH2:24][N:23]([C:26]([NH:28][NH:29][C:30](=[O:35])[C:31]([O:33][CH3:34])=[O:32])=O)[CH2:22][CH2:21]1)=[O:18])([CH3:15])([CH3:14])[CH3:13]. (3) Given the product [OH:2][C:3]1[CH:4]=[C:5]2[C:9](=[CH:10][C:11]=1[C:12]([F:15])([F:13])[F:14])[NH:8][CH2:7][CH2:6]2, predict the reactants needed to synthesize it. The reactants are: C[O:2][C:3]1[CH:4]=[C:5]2[C:9](=[CH:10][C:11]=1[C:12]([F:15])([F:14])[F:13])[NH:8][CH2:7][CH2:6]2.I[Si](C)(C)C.CO. (4) The reactants are: CO[CH2:3][N:4]([CH2:10][C:11]1[CH:16]=[CH:15][CH:14]=[CH:13][CH:12]=1)[CH2:5][Si](C)(C)C.[F:17][C:18]([F:23])([F:22])[C:19](O)=O. Given the product [CH2:10]([N:4]1[CH2:5][CH2:15][CH:16]([C:11]2[CH:12]=[CH:13][CH:14]=[C:19]([C:18]([F:23])([F:22])[F:17])[CH:10]=2)[CH2:3]1)[C:11]1[CH:16]=[CH:15][CH:14]=[CH:13][CH:12]=1, predict the reactants needed to synthesize it. (5) Given the product [C:1](=[O:13])([O:2][CH:3]([I:14])[CH3:4])[O:6][CH:7]1[CH2:12][O:11][CH2:10][O:9][CH2:8]1, predict the reactants needed to synthesize it. The reactants are: [C:1](=[O:13])([O:6][CH:7]1[CH2:12][O:11][CH2:10][O:9][CH2:8]1)[O:2][CH:3](Cl)[CH3:4].[I-:14].[Na+]. (6) Given the product [Cl:1][C:2]1[CH:7]=[CH:6][CH:5]=[C:4]([F:8])[C:3]=1[C:9]1[N:10]=[C:11]2[CH:16]=[CH:15][CH:14]=[C:13]([O:24][CH:23]([CH3:28])[CH3:22])[N:12]2[C:18]=1[NH:19][C:20]1[CH:29]=[CH:28][C:23]2[O:24][CH2:25][CH2:26][O:27][C:22]=2[CH:21]=1, predict the reactants needed to synthesize it. The reactants are: [Cl:1][C:2]1[CH:7]=[CH:6][CH:5]=[C:4]([F:8])[C:3]=1[C:9]1[N:10]=[C:11]2[CH:16]=[CH:15][CH:14]=[C:13](F)[N:12]2[C:18]=1[NH:19][C:20]1[CH:29]=[CH:28][C:23]2[O:24][CH2:25][CH2:26][O:27][C:22]=2[CH:21]=1. (7) Given the product [F:1][C:2]1[CH:3]=[C:4]([N:9]2[CH2:13][C@H:12]([CH2:14][O:15][C:16](=[O:18])[CH3:17])[O:11][C:10]2=[O:19])[CH:5]=[CH:6][CH:7]=1, predict the reactants needed to synthesize it. The reactants are: [F:1][C:2]1[CH:3]=[C:4]([N:9]2[CH2:13][C@H:12]([CH2:14][O:15][C:16](=[O:18])[CH3:17])[O:11][C:10]2=[O:19])[CH:5]=[CH:6][C:7]=1I.C(=O)([O-])[O-].[K+].[K+].C(O)(=O)C.O.